This data is from Forward reaction prediction with 1.9M reactions from USPTO patents (1976-2016). The task is: Predict the product of the given reaction. (1) Given the reactants [Cl:1][C:2]1[CH:11]=[C:10]2[C:5]([CH:6]=[CH:7][NH:8][C:9]2=[O:12])=[CH:4][C:3]=1[F:13].C(=O)([O-])[O-].[Cs+].[Cs+].[CH3:20][O:21][C:22]1[CH:29]=[CH:28][C:25]([CH2:26]Cl)=[CH:24][CH:23]=1, predict the reaction product. The product is: [Cl:1][C:2]1[CH:11]=[C:10]2[C:5]([CH:6]=[CH:7][N:8]([CH2:26][C:25]3[CH:28]=[CH:29][C:22]([O:21][CH3:20])=[CH:23][CH:24]=3)[C:9]2=[O:12])=[CH:4][C:3]=1[F:13]. (2) Given the reactants [I-].C([P+]([C:18]1[CH:23]=[CH:22][CH:21]=[CH:20][CH:19]=1)([C:18]1[CH:23]=[CH:22][CH:21]=[CH:20][CH:19]=1)[C:18]1[CH:23]=[CH:22][CH:21]=[CH:20][CH:19]=1)(C)C.[CH2:24]([Li])[CH2:25][CH2:26]C.[OH2:29].[O:30]1[CH2:34][CH2:33]CC1, predict the reaction product. The product is: [C:25](=[C:18]1[CH2:19][CH2:20][C:21]2([O:30][CH2:34][CH2:33][O:29]2)[CH2:22][CH2:23]1)([CH3:24])[CH3:26]. (3) Given the reactants [C:1]([O:5][C:6](=[O:30])[C:7]1[CH:12]=[CH:11][C:10]([O:13][CH2:14][CH2:15][O:16][N:17]=[CH:18][C:19]2[CH:24]=[CH:23][C:22]([C:25]([CH3:28])([CH3:27])[CH3:26])=[CH:21][CH:20]=2)=[CH:9][C:8]=1[OH:29])([CH3:4])([CH3:3])[CH3:2].C(N(CC)CC)C.[F:38][C:39]([F:50])([F:49])[C:40]1[CH:48]=[CH:47][C:43]([C:44](Cl)=[O:45])=[CH:42][CH:41]=1, predict the reaction product. The product is: [C:1]([O:5][C:6](=[O:30])[C:7]1[CH:12]=[CH:11][C:10]([O:13][CH2:14][CH2:15][O:16]/[N:17]=[CH:18]/[C:19]2[CH:20]=[CH:21][C:22]([C:25]([CH3:28])([CH3:27])[CH3:26])=[CH:23][CH:24]=2)=[CH:9][C:8]=1[O:29][C:44](=[O:45])[C:43]1[CH:47]=[CH:48][C:40]([C:39]([F:38])([F:49])[F:50])=[CH:41][CH:42]=1)([CH3:4])([CH3:2])[CH3:3]. (4) Given the reactants Cl[C:2]1[N:7]=[C:6]([C:8]2[CH:13]=[CH:12][C:11]([N+:14]([O-:16])=[O:15])=[CH:10][CH:9]=2)[N:5]=[C:4]([N:17]2[CH:22]3[CH2:23][CH2:24][CH:18]2[CH2:19][O:20][CH2:21]3)[N:3]=1.C([Sn](CCCC)(CCCC)[C:30]1[CH2:31][CH2:32][O:33][CH2:34][CH:35]=1)CCC, predict the reaction product. The product is: [O:33]1[CH2:32][CH:31]=[C:30]([C:2]2[N:7]=[C:6]([C:8]3[CH:13]=[CH:12][C:11]([N+:14]([O-:16])=[O:15])=[CH:10][CH:9]=3)[N:5]=[C:4]([N:17]3[CH:22]4[CH2:23][CH2:24][CH:18]3[CH2:19][O:20][CH2:21]4)[N:3]=2)[CH2:35][CH2:34]1. (5) Given the reactants [NH2:1][C:2]1[C:11]2[N:12]=[C:13]([CH2:41][CH2:42][O:43][CH3:44])[N:14]([CH2:15][CH2:16][CH2:17][CH2:18][N:19]([CH2:25][C:26]3[CH:27]=[C:28]([CH:38]=[CH:39][CH:40]=3)[O:29][C:30]([CH3:37])([CH3:36])[C:31]([O:33]CC)=[O:32])[CH2:20][CH2:21][N:22]([CH3:24])[CH3:23])[C:10]=2[C:9]2[CH:8]=[CH:7][CH:6]=[CH:5][C:4]=2[N:3]=1.[OH-].[Na+].Cl, predict the reaction product. The product is: [NH2:1][C:2]1[C:11]2[N:12]=[C:13]([CH2:41][CH2:42][O:43][CH3:44])[N:14]([CH2:15][CH2:16][CH2:17][CH2:18][N:19]([CH2:25][C:26]3[CH:27]=[C:28]([CH:38]=[CH:39][CH:40]=3)[O:29][C:30]([CH3:37])([CH3:36])[C:31]([OH:33])=[O:32])[CH2:20][CH2:21][N:22]([CH3:24])[CH3:23])[C:10]=2[C:9]2[CH:8]=[CH:7][CH:6]=[CH:5][C:4]=2[N:3]=1.